This data is from Experimentally validated miRNA-target interactions with 360,000+ pairs, plus equal number of negative samples. The task is: Binary Classification. Given a miRNA mature sequence and a target amino acid sequence, predict their likelihood of interaction. The miRNA is mmu-miR-467f with sequence AUAUACACACACACACCUACA. The protein sequence of the target gene is MSQDRKPIVGSFHFVCALALIVGSMTPFSNELESMVDYSNRNLTHVPKDLPPRTKALSLSQNSISELRMPDISFLSELRVLRLSHNRIRSLDFHVFLFNQDLEYLDVSHNRLQNISCCPMASLRHLDLSFNDFDVLPVCKEFGNLTKLTFLGLSAAKFRQLDLLPVAHLHLSCILLDLVSYHIKGGETESLQIPNTTVLHLVFHPNSLFSVQVNMSVNALGHLQLSNIKLNDENCQRLMTFLSELTRGPTLLNVTLQHIETTWKCSVKLFQFFWPRPVEYLNIYNLTITERIDREEFTYS.... Result: 1 (interaction).